Task: Predict the reaction yield, written as a fraction of the theoretical maximum amount of product (1.0 means a 100% yield; for example, 0.34 means a 34% yield).. Dataset: Reaction yield outcomes from USPTO patents with 853,638 reactions (1) The reactants are [N+:1]([C:4]1[N:5]=[C:6]([S:9][C:10]2[CH:15]=[CH:14][CH:13]=[CH:12][C:11]=2[N+:16]([O-:18])=[O:17])[NH:7][CH:8]=1)([O-:3])=[O:2].[CH3:19]N(C)C=O.C(=O)([O-])[O-].[K+].[K+].[F-].[Cs+].[C:32]([O:35][CH2:36][CH3:37])(=O)C. The catalyst is O. The product is [CH3:19][C@@:36]1([CH2:37][N:7]2[CH:8]=[C:4]([N+:1]([O-:3])=[O:2])[N:5]=[C:6]2[S:9][C:10]2[CH:15]=[CH:14][CH:13]=[CH:12][C:11]=2[N+:16]([O-:18])=[O:17])[CH2:32][O:35]1. The yield is 0.790. (2) The reactants are [Cl:1][C:2]1[C:23]([Cl:24])=[CH:22][C:5]2[O:6][C@H:7]([CH2:10]OS(C3C=CC(C)=CC=3)(=O)=O)[CH2:8][O:9][C:4]=2[CH:3]=1.[C:25]1(=[O:35])[NH:29][C:28](=[O:30])[C:27]2=[CH:31][CH:32]=[CH:33][CH:34]=[C:26]12.[K].O. The catalyst is CN(C=O)C. The product is [Cl:1][C:2]1[C:23]([Cl:24])=[CH:22][C:5]2[O:6][C@@H:7]([CH2:10][N:29]3[C:25](=[O:35])[C:26]4[C:27](=[CH:31][CH:32]=[CH:33][CH:34]=4)[C:28]3=[O:30])[CH2:8][O:9][C:4]=2[CH:3]=1. The yield is 0.800. (3) The reactants are [C:1]([O:5][C:6]([N:8]1[CH2:13][CH2:12][CH:11]([C:14]2[C:19](Cl)=[N:18][CH:17]=[CH:16][N:15]=2)[CH2:10][CH2:9]1)=[O:7])([CH3:4])([CH3:3])[CH3:2].C[C:22]1[CH:23]=[C:24](B(O)O)[CH:25]=[CH:26][CH:27]=1.C([O-])([O-])=O.[Na+].[Na+].O. The catalyst is O1CCOCC1.C1C=CC(P(C2C=CC=CC=2)[C-]2C=CC=C2)=CC=1.C1C=CC(P(C2C=CC=CC=2)[C-]2C=CC=C2)=CC=1.Cl[Pd]Cl.[Fe+2]. The product is [C:1]([O:5][C:6]([N:8]1[CH2:13][CH2:12][CH:11]([C:14]2[C:19]([C:22]3[CH:23]=[CH:24][CH:25]=[CH:26][CH:27]=3)=[N:18][CH:17]=[CH:16][N:15]=2)[CH2:10][CH2:9]1)=[O:7])([CH3:4])([CH3:3])[CH3:2]. The yield is 0.800. (4) The reactants are [CH3:1][C:2]1[N:7]=[C:6]2[S:8][CH:9]=[CH:10][C:5]2=[C:4]([C:11]2[CH:16]=[CH:15][C:14]([CH3:17])=[CH:13][CH:12]=2)[C:3]=1[CH:18]([CH2:23][CH2:24][CH3:25])[C:19]([O:21]C)=[O:20].[OH-].[Na+]. The catalyst is CO.C(O)C. The product is [CH3:1][C:2]1[N:7]=[C:6]2[S:8][CH:9]=[CH:10][C:5]2=[C:4]([C:11]2[CH:12]=[CH:13][C:14]([CH3:17])=[CH:15][CH:16]=2)[C:3]=1[CH:18]([CH2:23][CH2:24][CH3:25])[C:19]([OH:21])=[O:20]. The yield is 0.550. (5) The reactants are [F-].C([N+](CCCC)(CCCC)CCCC)CCC.[Si]([O:26][CH2:27][C:28]1([CH2:32][N:33]2[C:37]3[N:38]=[CH:39][N:40]=[CH:41][C:36]=3[C:35]([C:42]([C:44]3[CH:49]=[CH:48][N:47]=[C:46]([NH:50][C:51](=[O:60])[CH2:52][C:53]4[CH:58]=[CH:57][C:56]([Cl:59])=[CH:55][CH:54]=4)[CH:45]=3)=[O:43])=[CH:34]2)[CH2:31][O:30][CH2:29]1)(C(C)(C)C)(C)C.O. The catalyst is C1COCC1. The product is [Cl:59][C:56]1[CH:57]=[CH:58][C:53]([CH2:52][C:51]([NH:50][C:46]2[CH:45]=[C:44]([C:42]([C:35]3[C:36]4[CH:41]=[N:40][CH:39]=[N:38][C:37]=4[N:33]([CH2:32][C:28]4([CH2:27][OH:26])[CH2:31][O:30][CH2:29]4)[CH:34]=3)=[O:43])[CH:49]=[CH:48][N:47]=2)=[O:60])=[CH:54][CH:55]=1. The yield is 0.300.